This data is from Forward reaction prediction with 1.9M reactions from USPTO patents (1976-2016). The task is: Predict the product of the given reaction. (1) Given the reactants [OH:1][C:2]1[CH:9]=[CH:8][C:5]([CH2:6]O)=[CH:4][C:3]=1[O:10][CH3:11].[C-:12]#[N:13].[Na+].Br[CH2:16][CH2:17][O:18][C:19]1[CH:24]=[CH:23][C:22]([F:25])=[CH:21][CH:20]=1.O, predict the reaction product. The product is: [F:25][C:22]1[CH:23]=[CH:24][C:19]([O:18][CH2:17][CH2:16][O:1][C:2]2[CH:9]=[CH:8][C:5]([CH2:6][C:12]#[N:13])=[CH:4][C:3]=2[O:10][CH3:11])=[CH:20][CH:21]=1. (2) Given the reactants C(P(C(C)(C)C)C(C)(C)C)(C)(C)C.[CH:14]1[C:19]2[N:20]=[C:21]3[C:33]4[C:25]([C:26]5[C:31]([N:32]=4)=[CH:30][CH:29]=[CH:28][CH:27]=5)=[CH:24][CH:23]=[C:22]3[C:18]=2[CH:17]=[CH:16][CH:15]=1.[C:34]1([C:47]2[CH:52]=[CH:51][C:50](Br)=[CH:49][CH:48]=2)[C:46]2[NH:45][C:44]3[C:39](=[CH:40][CH:41]=[CH:42][CH:43]=3)[C:38]=2[CH:37]=[CH:36][CH:35]=1.CC(C)([O-])C.[Na+], predict the reaction product. The product is: [C:34]1([C:47]2[CH:52]=[CH:51][C:50]([N:20]3[C:21]4[C:22](=[CH:23][CH:24]=[C:25]5[C:26]6[CH:27]=[CH:28][CH:29]=[CH:30][C:31]=6[NH:32][C:33]5=4)[C:18]4[C:19]3=[CH:14][CH:15]=[CH:16][CH:17]=4)=[CH:49][CH:48]=2)[C:46]2[NH:45][C:44]3[C:39](=[CH:40][CH:41]=[CH:42][CH:43]=3)[C:38]=2[CH:37]=[CH:36][CH:35]=1. (3) Given the reactants [CH3:1][C@@H:2]1[CH2:6][O:5][C:4](=[O:7])[N:3]1[C:8]1[CH:16]=[CH:15][C:11]([C:12]([OH:14])=O)=[CH:10][CH:9]=1.[ClH:17].[CH3:18][C:19]1[CH:20]=[C:21]([C:31]([F:34])([F:33])[F:32])[C:22]([N:25]2[CH2:30][CH2:29][NH:28][CH2:27][CH2:26]2)=[N:23][CH:24]=1, predict the reaction product. The product is: [ClH:17].[CH3:1][C@@H:2]1[CH2:6][O:5][C:4](=[O:7])[N:3]1[C:8]1[CH:9]=[CH:10][C:11]([C:12]([N:28]2[CH2:29][CH2:30][N:25]([C:22]3[C:21]([C:31]([F:34])([F:32])[F:33])=[CH:20][C:19]([CH3:18])=[CH:24][N:23]=3)[CH2:26][CH2:27]2)=[O:14])=[CH:15][CH:16]=1. (4) The product is: [Cl:23][C:24]1[CH:32]=[CH:31][C:27]([C:28]([NH:14][C:15]2[CH:22]=[CH:21][C:18]([CH2:19][NH:20][C:5]3[C:4]4[C:9](=[CH:10][CH:11]=[C:2]([CH3:1])[CH:3]=4)[N:8]=[C:7]([NH:34][CH3:33])[N:6]=3)=[CH:17][CH:16]=2)=[O:29])=[CH:26][CH:25]=1. Given the reactants [CH3:1][C:2]1[CH:3]=[C:4]2[C:9](=[CH:10][CH:11]=1)[N:8]=[C:7](Cl)[N:6]=[C:5]2Cl.[NH2:14][C:15]1[CH:22]=[CH:21][C:18]([CH2:19][NH2:20])=[CH:17][CH:16]=1.[Cl:23][C:24]1[CH:32]=[CH:31][C:27]([C:28](Cl)=[O:29])=[CH:26][CH:25]=1.[CH3:33][NH2:34], predict the reaction product. (5) Given the reactants [C:1]1(=O)[CH2:6][CH2:5][CH2:4][CH2:3][CH2:2]1.[CH2:8]([NH2:15])[C:9]1[CH:14]=[CH:13][CH:12]=[CH:11][CH:10]=1.C(O)=O, predict the reaction product. The product is: [CH:1]1([NH:15][CH2:8][C:9]2[CH:14]=[CH:13][CH:12]=[CH:11][CH:10]=2)[CH2:6][CH2:5][CH2:4][CH2:3][CH2:2]1. (6) Given the reactants CS(O[CH:6]1[CH2:10][C:9]2([CH2:15][CH2:14][N:13]([C:16]([O:18][C:19]([CH3:22])([CH3:21])[CH3:20])=[O:17])[CH2:12][CH2:11]2)[O:8][CH2:7]1)(=O)=O.[C-:23]#[N:24].[Na+].CC(=O)OCC.C(=O)(O)[O-].[Na+], predict the reaction product. The product is: [C:23]([CH:6]1[CH2:10][C:9]2([CH2:15][CH2:14][N:13]([C:16]([O:18][C:19]([CH3:22])([CH3:21])[CH3:20])=[O:17])[CH2:12][CH2:11]2)[O:8][CH2:7]1)#[N:24].